From a dataset of Reaction yield outcomes from USPTO patents with 853,638 reactions. Predict the reaction yield, written as a fraction of the theoretical maximum amount of product (1.0 means a 100% yield; for example, 0.34 means a 34% yield). (1) The reactants are [I:1][C:2]1[CH:3]=[C:4]2[C:9](=[CH:10][CH:11]=1)[N:8]=[C:7]([C:12]([O:14]C1C=CC([N+]([O-])=O)=CC=1)=O)[CH:6]=[N:5]2.[CH2:24]([NH:26][CH2:27][CH2:28][NH:29]C(=O)C1C=CN=C(F)C=1)[CH3:25]. No catalyst specified. The product is [CH2:24]([NH:26][CH2:27][CH2:28][NH:29][C:12]([C:7]1[CH:6]=[N:5][C:4]2[C:9](=[CH:10][CH:11]=[C:2]([I:1])[CH:3]=2)[N:8]=1)=[O:14])[CH3:25]. The yield is 0.920. (2) The reactants are [C:1]1(B(O)O)[C:14]2[C:15]3=[C:16]4[C:11](=[CH:12][CH:13]=2)[CH:10]=[CH:9][CH:8]=[C:7]4[CH:6]=[CH:5][C:4]3=[CH:3][CH:2]=1.Br[C:21]1[CH:22]=[C:23]([C:28]2[N:33]=[C:32]([C:34]3[CH:39]=[CH:38][CH:37]=[CH:36][CH:35]=3)[N:31]=[C:30]([C:40]3[CH:45]=[CH:44][CH:43]=[CH:42][CH:41]=3)[N:29]=2)[CH:24]=[C:25](Br)[CH:26]=1.[OH-].[Na+]. The catalyst is O1CCCC1.Cl[Pd](Cl)([P](C1C=CC=CC=1)(C1C=CC=CC=1)C1C=CC=CC=1)[P](C1C=CC=CC=1)(C1C=CC=CC=1)C1C=CC=CC=1. The product is [C:1]1([C:21]2[CH:22]=[C:23]([C:28]3[N:33]=[C:32]([C:34]4[CH:39]=[CH:38][CH:37]=[CH:36][CH:35]=4)[N:31]=[C:30]([C:40]4[CH:45]=[CH:44][CH:43]=[CH:42][CH:41]=4)[N:29]=3)[CH:24]=[C:25]([C:8]3[C:7]4[C:16]5=[C:15]6[C:4](=[CH:5][CH:6]=4)[CH:3]=[CH:2][CH:1]=[C:14]6[CH:13]=[CH:12][C:11]5=[CH:10][CH:9]=3)[CH:26]=2)[C:14]2[C:15]3=[C:16]4[C:11](=[CH:12][CH:13]=2)[CH:10]=[CH:9][CH:8]=[C:7]4[CH:6]=[CH:5][C:4]3=[CH:3][CH:2]=1. The yield is 0.810.